Dataset: Buchwald-Hartwig C-N cross coupling reaction yields with 55,370 reactions. Task: Predict the reaction yield, written as a fraction of the theoretical maximum amount of product (1.0 means a 100% yield; for example, 0.34 means a 34% yield). (1) The reactants are Ic1cccnc1.Cc1ccc(N)cc1.O=S(=O)(O[Pd]1c2ccccc2-c2ccccc2N~1)C(F)(F)F.COc1ccc(OC)c(P([C@]23C[C@H]4C[C@H](C[C@H](C4)C2)C3)[C@]23C[C@H]4C[C@H](C[C@H](C4)C2)C3)c1-c1c(C(C)C)cc(C(C)C)cc1C(C)C.CN(C)C(=NC(C)(C)C)N(C)C.c1ccc(CN(Cc2ccccc2)c2ccon2)cc1. No catalyst specified. The product is Cc1ccc(Nc2cccnc2)cc1. The yield is 0.639. (2) The reactants are COc1ccc(Br)cc1.Cc1ccc(N)cc1.O=S(=O)(O[Pd]1c2ccccc2-c2ccccc2N~1)C(F)(F)F.COc1ccc(OC)c(P([C@]23C[C@H]4C[C@H](C[C@H](C4)C2)C3)[C@]23C[C@H]4C[C@H](C[C@H](C4)C2)C3)c1-c1c(C(C)C)cc(C(C)C)cc1C(C)C.CN1CCCN2CCCN=C12.COC(=O)c1cc(-c2cccs2)on1. No catalyst specified. The product is COc1ccc(Nc2ccc(C)cc2)cc1. The yield is 0.208.